This data is from Forward reaction prediction with 1.9M reactions from USPTO patents (1976-2016). The task is: Predict the product of the given reaction. (1) Given the reactants [N+:1]([C:4]1[CH:5]=[C:6]([CH:22]=[CH:23][C:24]=1[N+:25]([O-])=O)[NH:7][C:8](=[O:21])[C:9]1[CH:14]=[CH:13][C:12]([N:15]2[CH2:20][CH2:19][O:18][CH2:17][CH2:16]2)=[CH:11][CH:10]=1)([O-])=O.[N:28]1([C:34]2[CH:41]=[CH:40][C:37]([CH:38]=O)=[CH:36][CH:35]=2)[CH2:33][CH2:32][O:31][CH2:30][CH2:29]1, predict the reaction product. The product is: [O:18]1[CH2:19][CH2:20][N:15]([C:12]2[CH:13]=[CH:14][C:9]([C:8]([NH:7][C:6]3[CH:22]=[CH:23][C:24]4[NH:25][C:38]([C:37]5[CH:36]=[CH:35][C:34]([N:28]6[CH2:33][CH2:32][O:31][CH2:30][CH2:29]6)=[CH:41][CH:40]=5)=[N:1][C:4]=4[CH:5]=3)=[O:21])=[CH:10][CH:11]=2)[CH2:16][CH2:17]1. (2) Given the reactants [C:1]([O:5][C:6]([N:8]1[CH2:13][CH2:12][N:11]([C:14]2[CH:19]=[CH:18][N:17]=[C:16]3[NH:20][CH:21]=[CH:22][C:15]=23)[CH2:10][CH2:9]1)=[O:7])([CH3:4])([CH3:3])[CH3:2].CC([O-])(C)C.[K+].[Cl:29][C:30]1[CH:31]=[C:32]([S:36](Cl)(=[O:38])=[O:37])[CH:33]=[CH:34][CH:35]=1.O, predict the reaction product. The product is: [C:1]([O:5][C:6]([N:8]1[CH2:9][CH2:10][N:11]([C:14]2[CH:19]=[CH:18][N:17]=[C:16]3[N:20]([S:36]([C:32]4[CH:33]=[CH:34][CH:35]=[C:30]([Cl:29])[CH:31]=4)(=[O:38])=[O:37])[CH:21]=[CH:22][C:15]=23)[CH2:12][CH2:13]1)=[O:7])([CH3:4])([CH3:2])[CH3:3]. (3) Given the reactants [C:1]1([CH2:11][CH2:12][O:13][CH2:14][CH2:15][C:16]([O:18]C(C)(C)C)=[O:17])[C:10]2[C:5](=[CH:6][CH:7]=[CH:8][CH:9]=2)[CH:4]=[CH:3][CH:2]=1.FC(F)(F)C(O)=O, predict the reaction product. The product is: [C:1]1([CH2:11][CH2:12][O:13][CH2:14][CH2:15][C:16]([OH:18])=[O:17])[C:10]2[C:5](=[CH:6][CH:7]=[CH:8][CH:9]=2)[CH:4]=[CH:3][CH:2]=1. (4) The product is: [F:1][C:2]1[CH:3]=[CH:4][C:5]([C:6](=[O:8])[CH2:13][C:14]#[N:15])=[CH:11][CH:12]=1. Given the reactants [F:1][C:2]1[CH:12]=[CH:11][C:5]([C:6]([O:8]CC)=O)=[CH:4][CH:3]=1.[CH3:13][C:14]#[N:15], predict the reaction product. (5) Given the reactants [CH3:1][C:2]1[C:3]([Se:16][C:17]#[C:18][C:19]2[CH:27]=[CH:26][C:22]([C:23]([OH:25])=O)=[CH:21][N:20]=2)=[CH:4][C:5]2[C:6]([CH3:15])([CH3:14])[CH2:7][CH2:8][C:9]([CH3:13])([CH3:12])[C:10]=2[CH:11]=1.ON1C2C=CC=CC=2N=N1.C1(N=C=NC2CCCCC2)CCCCC1.[NH:53]1[CH2:58][CH2:57][O:56][CH2:55][CH2:54]1, predict the reaction product. The product is: [N:53]1([C:23]([C:22]2[CH:21]=[N:20][C:19]([C:18]#[C:17][Se:16][C:3]3[C:2]([CH3:1])=[CH:11][C:10]4[C:9]([CH3:13])([CH3:12])[CH2:8][CH2:7][C:6]([CH3:15])([CH3:14])[C:5]=4[CH:4]=3)=[CH:27][CH:26]=2)=[O:25])[CH2:58][CH2:57][O:56][CH2:55][CH2:54]1. (6) Given the reactants [C:1]1(=[O:7])[CH2:6][CH2:5][CH2:4][CH2:3][CH2:2]1.II.[CH2:10](O)[CH2:11][OH:12], predict the reaction product. The product is: [O:7]1[C:1]2([CH2:6][CH2:5][CH2:4][CH2:3][CH2:2]2)[O:12][CH2:11][CH2:10]1.